From a dataset of Reaction yield outcomes from USPTO patents with 853,638 reactions. Predict the reaction yield, written as a fraction of the theoretical maximum amount of product (1.0 means a 100% yield; for example, 0.34 means a 34% yield). (1) The reactants are C[O:2][C:3]([C:5]1[N:6]=[C:7]([NH2:14])[S:8][C:9]=1[C:10]1([CH3:13])[CH2:12][CH2:11]1)=[O:4].[C:15](O[C:15]([O:17][C:18]([CH3:21])([CH3:20])[CH3:19])=[O:16])([O:17][C:18]([CH3:21])([CH3:20])[CH3:19])=[O:16].C[Si](C)(C)[O-].[K+]. The catalyst is N1C=CC=CC=1.C1COCC1. The product is [C:18]([O:17][C:15]([NH:14][C:7]1[S:8][C:9]([C:10]2([CH3:13])[CH2:12][CH2:11]2)=[C:5]([C:3]([OH:2])=[O:4])[N:6]=1)=[O:16])([CH3:21])([CH3:20])[CH3:19]. The yield is 0.640. (2) The reactants are [CH:1]([C:3]1[C:8]2[C:9]3[CH2:14][CH2:13][N:12]([C:15]([O:17][CH2:18][CH3:19])=[O:16])[CH2:11][C:10]=3[O:20][C:7]=2[C:6]([O:21][CH3:22])=[CH:5][CH:4]=1)=[O:2].S(=O)(=O)([OH:25])N.Cl([O-])=O.[Na+]. The catalyst is O.CC(C)=O. The product is [CH2:18]([O:17][C:15]([N:12]1[CH2:13][CH2:14][C:9]2[C:8]3[C:7](=[C:6]([O:21][CH3:22])[CH:5]=[CH:4][C:3]=3[C:1]([OH:25])=[O:2])[O:20][C:10]=2[CH2:11]1)=[O:16])[CH3:19]. The yield is 0.410. (3) The reactants are C[O:2][C:3](=[O:39])[C:4]1[CH:9]=[CH:8][CH:7]=[C:6]([CH:10]=[CH:11][C:12]2[CH:17]=[CH:16][C:15]([O:18][CH2:19][C:20]3[N:21]([C:28]4[CH:33]=[CH:32][CH:31]=[CH:30][C:29]=4[C:34]([F:37])([F:36])[F:35])[N:22]=[CH:23][C:24]=3[CH:25]([CH3:27])[CH3:26])=[CH:14][C:13]=2[CH3:38])[CH:5]=1.[Li+].[OH-].O. The catalyst is O1CCOCC1. The product is [CH:25]([C:24]1[CH:23]=[N:22][N:21]([C:28]2[CH:33]=[CH:32][CH:31]=[CH:30][C:29]=2[C:34]([F:35])([F:36])[F:37])[C:20]=1[CH2:19][O:18][C:15]1[CH:16]=[CH:17][C:12]([CH:11]=[CH:10][C:6]2[CH:5]=[C:4]([CH:9]=[CH:8][CH:7]=2)[C:3]([OH:39])=[O:2])=[C:13]([CH3:38])[CH:14]=1)([CH3:27])[CH3:26]. The yield is 0.970. (4) The reactants are C(=O)([O-])[O-].[Na+].[Na+].[C:7]1(B(O)O)[CH:12]=[CH:11][CH:10]=[CH:9][CH:8]=1.[CH3:16][O:17][CH2:18][CH2:19][O:20][CH2:21][N:22]([C:32]1[O:36][N:35]=[C:34]([CH3:37])[C:33]=1[CH3:38])[S:23]([C:26]1[S:27][C:28](Br)=[CH:29][CH:30]=1)(=[O:25])=[O:24]. The catalyst is C(O)C.C1C=CC=CC=1.O.[Pd].C1(P(C2C=CC=CC=2)C2C=CC=CC=2)C=CC=CC=1.C1(P(C2C=CC=CC=2)C2C=CC=CC=2)C=CC=CC=1.C1(P(C2C=CC=CC=2)C2C=CC=CC=2)C=CC=CC=1.C1(P(C2C=CC=CC=2)C2C=CC=CC=2)C=CC=CC=1. The product is [CH3:16][O:17][CH2:18][CH2:19][O:20][CH2:21][N:22]([C:32]1[O:36][N:35]=[C:34]([CH3:37])[C:33]=1[CH3:38])[S:23]([C:26]1[S:27][C:28]([C:7]2[CH:12]=[CH:11][CH:10]=[CH:9][CH:8]=2)=[CH:29][CH:30]=1)(=[O:25])=[O:24]. The yield is 0.620. (5) The reactants are [CH2:1]([N:3]1[C:7]2=[N:8][C:9]([CH2:32][CH3:33])=[C:10]([CH2:19][NH:20][C:21]([C:23]3[N:28]=C(C(O)=O)C=C[CH:24]=3)=[O:22])[C:11]([NH:12][CH:13]3[CH2:18][CH2:17][O:16][CH2:15][CH2:14]3)=[C:6]2[CH:5]=[N:4]1)[CH3:2].[NH2:34][CH2:35][C:36]1[CH:41]=[CH:40][N:39]=[C:38]([C:42]2[CH:43]=[C:44]([CH2:48][CH:49]3[CH2:54][CH2:53][N:52](C(OC(C)(C)C)=O)[CH2:51][CH2:50]3)[CH:45]=[CH:46][CH:47]=2)[CH:37]=1.CN(C(ON1N=N[C:72]2C=CC=C[C:71]1=2)=[N+](C)C)C.F[P-](F)(F)(F)(F)F.[C:86]([OH:92])([C:88](F)(F)F)=O. The catalyst is ClCCl. The product is [CH2:1]([N:3]1[C:7]2=[N:8][C:9]([CH2:32][CH3:33])=[C:10]([CH2:19][NH:20][C:21]([C:23]3[CH:24]=[CH:72][CH:71]=[C:88]([C:86]([NH:34][CH2:35][C:36]4[CH:41]=[CH:40][N:39]=[C:38]([C:42]5[CH:47]=[CH:46][CH:45]=[C:44]([CH2:48][CH:49]6[CH2:50][CH2:51][NH:52][CH2:53][CH2:54]6)[CH:43]=5)[CH:37]=4)=[O:92])[N:28]=3)=[O:22])[C:11]([NH:12][CH:13]3[CH2:18][CH2:17][O:16][CH2:15][CH2:14]3)=[C:6]2[CH:5]=[N:4]1)[CH3:2]. The yield is 0.310. (6) The reactants are [CH:1]1([S:4]([NH:7][C:8](=[O:14])[O:9][C:10]([CH3:13])([CH3:12])[CH3:11])(=[O:6])=[O:5])[CH2:3][CH2:2]1.C([Li])CCC.[CH2:20]=[O:21]. The catalyst is C1COCC1. The product is [OH:21][CH2:20][C:1]1([S:4]([NH:7][C:8](=[O:14])[O:9][C:10]([CH3:11])([CH3:13])[CH3:12])(=[O:6])=[O:5])[CH2:2][CH2:3]1. The yield is 0.790. (7) The reactants are [F:1][C:2]1[CH:7]=[C:6]([CH3:8])[C:5]([N+:9]([O-:11])=[O:10])=[CH:4][C:3]=1[N+:12]([O-:14])=[O:13].CO[CH:17]([N:20]([CH3:22])[CH3:21])OC.CN(C=O)C. The catalyst is O. The product is [F:1][C:2]1[C:3]([N+:12]([O-:14])=[O:13])=[CH:4][C:5]([N+:9]([O-:11])=[O:10])=[C:6]([CH:8]=[CH:17][N:20]([CH3:22])[CH3:21])[CH:7]=1. The yield is 0.630.